This data is from Peptide-MHC class II binding affinity with 134,281 pairs from IEDB. The task is: Regression. Given a peptide amino acid sequence and an MHC pseudo amino acid sequence, predict their binding affinity value. This is MHC class II binding data. (1) The peptide sequence is TESHVKISRTIYRGVSP. The MHC is DRB1_1302 with pseudo-sequence DRB1_1302. The binding affinity (normalized) is 0.434. (2) The peptide sequence is LLQGILQIDDTAADV. The MHC is DRB3_0101 with pseudo-sequence DRB3_0101. The binding affinity (normalized) is 0.587. (3) The MHC is DRB5_0101 with pseudo-sequence DRB5_0101. The binding affinity (normalized) is 0. The peptide sequence is GKSTRSTTDSGKVIP. (4) The peptide sequence is DNEAYEMPSEEGYQD. The MHC is DRB3_0101 with pseudo-sequence DRB3_0101. The binding affinity (normalized) is 0.384. (5) The peptide sequence is KLIEKINAGFKAALAAAAGV. The MHC is HLA-DQA10101-DQB10501 with pseudo-sequence HLA-DQA10101-DQB10501. The binding affinity (normalized) is 0.596. (6) The peptide sequence is MSGHALAARTLLAAA. The MHC is DRB1_0404 with pseudo-sequence DRB1_0404. The binding affinity (normalized) is 0.227. (7) The MHC is DRB3_0101 with pseudo-sequence DRB3_0101. The binding affinity (normalized) is 0.671. The peptide sequence is AEHQAIVRDVLAAGD.